Dataset: Full USPTO retrosynthesis dataset with 1.9M reactions from patents (1976-2016). Task: Predict the reactants needed to synthesize the given product. (1) The reactants are: [CH3:1][Al](C)C.[C:5]1([C:11]([C:13]2[CH:18]=[CH:17][CH:16]=[C:15]([O:19]COCC[Si](C)(C)C)[CH:14]=2)=O)[CH:10]=[CH:9][CH:8]=[CH:7][CH:6]=1.O.Cl. Given the product [C:5]1([C:11]([C:13]2[CH:14]=[C:15]([OH:19])[CH:16]=[CH:17][CH:18]=2)=[CH2:1])[CH:6]=[CH:7][CH:8]=[CH:9][CH:10]=1, predict the reactants needed to synthesize it. (2) Given the product [C:11]1([C@H:8]2[CH2:9][CH2:10][C@H:5]([CH2:4][N:1]3[CH:27]=[C:26]([C:24]([OH:28])([CH3:25])[CH3:23])[N:3]=[N:2]3)[CH2:6][CH2:7]2)[N:12]=[N:13][N:14]2[C:19]=1[C:18]1[CH:20]=[CH:21][NH:22][C:17]=1[N:16]=[CH:15]2, predict the reactants needed to synthesize it. The reactants are: [N:1]([CH2:4][C@H:5]1[CH2:10][CH2:9][C@H:8]([C:11]2[N:12]=[N:13][N:14]3[C:19]=2[C:18]2[CH:20]=[CH:21][NH:22][C:17]=2[N:16]=[CH:15]3)[CH2:7][CH2:6]1)=[N+:2]=[N-:3].[CH3:23][C:24]([OH:28])([C:26]#[CH:27])[CH3:25].O=C1O[C@H]([C@H](CO)O)C([O-])=C1O.[Na+].O.